Task: Predict which catalyst facilitates the given reaction.. Dataset: Catalyst prediction with 721,799 reactions and 888 catalyst types from USPTO (1) The catalyst class is: 2. Product: [C:45]([NH:44][C:40]1[C:39]([Cl:48])=[CH:38][C:37]([CH2:36][NH:35]/[C:9](/[NH2:12])=[N:8]\[C:1](=[O:2])[O:3][C:4]([CH3:7])([CH3:6])[CH3:5])=[CH:42][C:41]=1[Cl:43])(=[O:47])[CH3:46]. Reactant: [C:1]([NH:8][C:9](=[NH:12])SC)([O:3][C:4]([CH3:7])([CH3:6])[CH3:5])=[O:2].CCN(C(C)C)C(C)C.FC(F)(F)C(OC(=O)C(F)(F)F)=O.[NH2:35][CH2:36][C:37]1[CH:42]=[C:41]([Cl:43])[C:40]([NH:44][C:45](=[O:47])[CH3:46])=[C:39]([Cl:48])[CH:38]=1. (2) Reactant: [F:1][C:2]([F:12])([F:11])[C:3]1[CH:10]=[CH:9][C:6]([CH:7]=O)=[CH:5][CH:4]=1.[CH2:13]([O:15][C:16]([C:18](=[CH:39][CH:40]=[CH:41][C:42]1[CH:47]=[CH:46][C:45]([CH2:48][CH3:49])=[CH:44][CH:43]=1)[N:19]=P(C1C=CC=CC=1)(C1C=CC=CC=1)C1C=CC=CC=1)=[O:17])[CH3:14]. Product: [CH2:48]([C:45]1[CH:44]=[CH:43][C:42]([C:41]2[CH:40]=[CH:39][C:18]([C:16]([O:15][CH2:13][CH3:14])=[O:17])=[N:19][C:7]=2[C:6]2[CH:9]=[CH:10][C:3]([C:2]([F:12])([F:11])[F:1])=[CH:4][CH:5]=2)=[CH:47][CH:46]=1)[CH3:49]. The catalyst class is: 10. (3) Reactant: [NH2:1][CH2:2][CH2:3][C@:4]1([C:9]2[CH:14]=[CH:13][CH:12]=[CH:11][N:10]=2)[CH2:6][C@@H:5]1[CH2:7]O.O=S(Cl)Cl. Product: [N:10]1[CH:11]=[CH:12][CH:13]=[CH:14][C:9]=1[C@@:4]12[CH2:6][C@@H:5]1[CH2:7][NH:1][CH2:2][CH2:3]2. The catalyst class is: 26. (4) Product: [CH3:14][Si:13]([CH3:16])([CH3:15])[CH2:12][CH2:11][O:10][CH2:9][N:3]1[CH:7]=[CH:6][N:5]=[N:4]1. Reactant: [H-].[Na+].[NH:3]1[CH:7]=[CH:6][N:5]=[N:4]1.Cl[CH2:9][O:10][CH2:11][CH2:12][Si:13]([CH3:16])([CH3:15])[CH3:14]. The catalyst class is: 1. (5) Reactant: [CH:1](I)([CH3:3])[CH3:2].C(=O)([O-])[O-].[K+].[K+].CN(C)C=O.[OH:16][N:17]=[C:18]([N:24]1[CH:28]=[N:27][CH:26]=[N:25]1)[C:19]([O:21][CH2:22][CH3:23])=[O:20]. Product: [CH:1]([O:16][N:17]=[C:18]([N:24]1[CH:28]=[N:27][CH:26]=[N:25]1)[C:19]([O:21][CH2:22][CH3:23])=[O:20])([CH3:3])[CH3:2]. The catalyst class is: 6. (6) Reactant: CC(C)([O-])C.[K+].[CH3:7][C:8]([CH3:18])([CH3:17])[C:9](=[O:16])[CH2:10][N:11]1[CH:15]=[N:14][CH:13]=[N:12]1.Br[CH2:20][CH2:21][CH2:22][C:23]([C:26]1[CH:31]=[CH:30][CH:29]=[CH:28][CH:27]=1)([CH3:25])[CH3:24]. Product: [CH3:7][C:8]([CH3:18])([C:9](=[O:16])[CH:10]([N:11]1[CH2:15][NH:14][CH2:13][NH:12]1)[CH2:20][CH2:21][CH2:22][C:23]([CH3:25])([C:26]1[CH:31]=[CH:30][CH:29]=[CH:28][CH:27]=1)[CH3:24])[CH3:17]. The catalyst class is: 3.